Predict the product of the given reaction. From a dataset of Forward reaction prediction with 1.9M reactions from USPTO patents (1976-2016). (1) Given the reactants Cl[C:2]1[C:11]2[C:6](=[C:7]([I:12])[CH:8]=[CH:9][CH:10]=2)[N:5]=[C:4]([CH3:13])[C:3]=1[CH2:14][CH2:15]Cl.C1(C)C=CC(S(O)(=O)=O)=CC=1.O.[NH2:29][CH:30]([CH2:33][CH3:34])[CH2:31][CH3:32], predict the reaction product. The product is: [CH2:31]([CH:30]([N:29]1[C:2]2[C:11]3[CH:10]=[CH:9][CH:8]=[C:7]([I:12])[C:6]=3[N:5]=[C:4]([CH3:13])[C:3]=2[CH2:14][CH2:15]1)[CH2:33][CH3:34])[CH3:32]. (2) Given the reactants Cl[C:2]1[CH:3]=[C:4]([C:17]2[N:22]=[C:21]([CH3:23])[N:20]=[C:19]([N:24]([CH2:34][C:35]3[CH:40]=[CH:39][C:38]([O:41][CH3:42])=[CH:37][CH:36]=3)[CH2:25][C:26]3[CH:31]=[CH:30][C:29]([O:32][CH3:33])=[CH:28][CH:27]=3)[N:18]=2)[C:5]([NH:8][C:9]2[CH:10]=[N:11][C:12]([O:15][CH3:16])=[CH:13][CH:14]=2)=[N:6][CH:7]=1.C1(P(C2CCCCC2)C2C=CC=CC=2C2C(CCC)=CC(CCC)=CC=2CCC)CCCCC1.C(=O)([O-])[O-].[Cs+].[Cs+].[B-](F)(F)(F)[CH2:84][N:85]1[CH2:90][CH2:89][N:88]([CH3:91])[CH2:87][CH2:86]1.[K+], predict the reaction product. The product is: [CH3:33][O:32][C:29]1[CH:30]=[CH:31][C:26]([CH2:25][N:24]([CH2:34][C:35]2[CH:40]=[CH:39][C:38]([O:41][CH3:42])=[CH:37][CH:36]=2)[C:19]2[N:18]=[C:17]([C:4]3[C:5]([NH:8][C:9]4[CH:10]=[N:11][C:12]([O:15][CH3:16])=[CH:13][CH:14]=4)=[N:6][CH:7]=[C:2]([CH2:84][N:85]4[CH2:90][CH2:89][N:88]([CH3:91])[CH2:87][CH2:86]4)[CH:3]=3)[N:22]=[C:21]([CH3:23])[N:20]=2)=[CH:27][CH:28]=1. (3) Given the reactants [Br:1][C:2]1[CH:7]=[CH:6][C:5]([CH:8]([S:13]([NH2:16])(=[O:15])=[O:14])[C:9]([OH:12])([CH3:11])[CH3:10])=[CH:4][CH:3]=1.[CH3:17][O:18][C:19](OC)(OC)OC, predict the reaction product. The product is: [Br:1][C:2]1[CH:7]=[CH:6][C:5]([CH:8]2[C:9]([CH3:11])([CH3:10])[O:12][C:17]([O:18][CH3:19])=[N:16][S:13]2(=[O:14])=[O:15])=[CH:4][CH:3]=1. (4) Given the reactants [H-].[Na+].COP([CH2:9][C:10](=[O:19])[CH2:11][C:12]1[CH:17]=[CH:16][CH:15]=[C:14]([Cl:18])[CH:13]=1)(=O)OC.[CH2:20]([O:22][C:23](=[O:39])[CH2:24][O:25][CH2:26][CH2:27][CH2:28][CH2:29][N:30]1[C:35](=[O:36])[CH2:34][CH2:33][CH2:32][C@@H:31]1[CH:37]=O)[CH3:21], predict the reaction product. The product is: [CH2:20]([O:22][C:23](=[O:39])[CH2:24][O:25][CH2:26][CH2:27][CH2:28][CH2:29][N:30]1[C:35](=[O:36])[CH2:34][CH2:33][CH2:32][C@@H:31]1/[CH:37]=[CH:9]/[C:10](=[O:19])[CH2:11][C:12]1[CH:17]=[CH:16][CH:15]=[C:14]([Cl:18])[CH:13]=1)[CH3:21]. (5) The product is: [OH:14][C:11]1([CH2:15][NH:16][C:19](=[O:20])[C:18]([F:25])([F:24])[F:17])[CH2:10][CH2:9][N:8]([C:6]([O:5][C:1]([CH3:4])([CH3:3])[CH3:2])=[O:7])[CH2:13][CH2:12]1. Given the reactants [C:1]([O:5][C:6]([N:8]1[CH2:13][CH2:12][C:11]([CH2:15][NH2:16])([OH:14])[CH2:10][CH2:9]1)=[O:7])([CH3:4])([CH3:3])[CH3:2].[F:17][C:18]([F:25])([F:24])[C:19](OCC)=[O:20], predict the reaction product. (6) Given the reactants [CH3:1][O:2][CH2:3][CH2:4][NH:5][CH2:6][CH2:7][O:8][CH3:9].[C:10]([NH:14][C:15]([C:17]1[S:39][C:20]2[N:21]=[C:22]([S:37][CH3:38])[N:23]=[C:24]([C:25]3[CH:30]=[CH:29][CH:28]=[C:27]([NH:31][S:32]([CH:35]=[CH2:36])(=[O:34])=[O:33])[CH:26]=3)[C:19]=2[C:18]=1[NH2:40])=[O:16])([CH3:13])([CH3:12])[CH3:11], predict the reaction product. The product is: [C:10]([NH:14][C:15]([C:17]1[S:39][C:20]2[N:21]=[C:22]([S:37][CH3:38])[N:23]=[C:24]([C:25]3[CH:30]=[CH:29][CH:28]=[C:27]([NH:31][S:32]([CH2:35][CH2:36][N:5]([CH2:6][CH2:7][O:8][CH3:9])[CH2:4][CH2:3][O:2][CH3:1])(=[O:34])=[O:33])[CH:26]=3)[C:19]=2[C:18]=1[NH2:40])=[O:16])([CH3:12])([CH3:11])[CH3:13].